This data is from NCI-60 drug combinations with 297,098 pairs across 59 cell lines. The task is: Regression. Given two drug SMILES strings and cell line genomic features, predict the synergy score measuring deviation from expected non-interaction effect. (1) Drug 1: C1C(C(OC1N2C=C(C(=O)NC2=O)F)CO)O. Drug 2: C1=CC=C(C(=C1)C(C2=CC=C(C=C2)Cl)C(Cl)Cl)Cl. Cell line: DU-145. Synergy scores: CSS=22.9, Synergy_ZIP=-7.01, Synergy_Bliss=-2.02, Synergy_Loewe=-20.2, Synergy_HSA=-1.20. (2) Drug 1: CC1OCC2C(O1)C(C(C(O2)OC3C4COC(=O)C4C(C5=CC6=C(C=C35)OCO6)C7=CC(=C(C(=C7)OC)O)OC)O)O. Drug 2: CN1C(=O)N2C=NC(=C2N=N1)C(=O)N. Cell line: HS 578T. Synergy scores: CSS=15.7, Synergy_ZIP=-5.83, Synergy_Bliss=-0.689, Synergy_Loewe=-15.9, Synergy_HSA=-1.62.